Dataset: Full USPTO retrosynthesis dataset with 1.9M reactions from patents (1976-2016). Task: Predict the reactants needed to synthesize the given product. Given the product [C:12]([O:11][C:9]([N:30]([C:9]([O:11][C:12]([CH3:13])([CH3:14])[CH3:15])=[O:10])[C:27]1[CH:26]=[C:25]([C:22]2[CH:21]=[CH:20][C:19]([N+:16]([O-:18])=[O:17])=[CH:24][CH:23]=2)[N:29]([C:9]([O:11][C:12]([CH3:15])([CH3:14])[CH3:13])=[O:10])[N:28]=1)=[O:10])([CH3:15])([CH3:14])[CH3:13], predict the reactants needed to synthesize it. The reactants are: [C:9](O[C:9]([O:11][C:12]([CH3:15])([CH3:14])[CH3:13])=[O:10])([O:11][C:12]([CH3:15])([CH3:14])[CH3:13])=[O:10].[N+:16]([C:19]1[CH:24]=[CH:23][C:22]([C:25]2[NH:29][N:28]=[C:27]([NH2:30])[CH:26]=2)=[CH:21][CH:20]=1)([O-:18])=[O:17].